Dataset: Peptide-MHC class I binding affinity with 185,985 pairs from IEDB/IMGT. Task: Regression. Given a peptide amino acid sequence and an MHC pseudo amino acid sequence, predict their binding affinity value. This is MHC class I binding data. (1) The peptide sequence is TYASALWEI. The MHC is HLA-A01:01 with pseudo-sequence HLA-A01:01. The binding affinity (normalized) is 0. (2) The peptide sequence is FYSQESPQSY. The MHC is HLA-A32:01 with pseudo-sequence HLA-A32:01. The binding affinity (normalized) is 0.154. (3) The peptide sequence is VLSFCAFAV. The MHC is HLA-A02:03 with pseudo-sequence HLA-A02:03. The binding affinity (normalized) is 0.911. (4) The peptide sequence is LPGPDTRHL. The MHC is HLA-A23:01 with pseudo-sequence HLA-A23:01. The binding affinity (normalized) is 0. (5) The peptide sequence is YQRPFGGQS. The MHC is HLA-A31:01 with pseudo-sequence HLA-A31:01. The binding affinity (normalized) is 0.0847. (6) The peptide sequence is KQLDIQYLK. The MHC is HLA-A25:01 with pseudo-sequence HLA-A25:01. The binding affinity (normalized) is 0.0847. (7) The peptide sequence is AYIDNYNKF. The MHC is Mamu-B03 with pseudo-sequence Mamu-B03. The binding affinity (normalized) is 0. (8) The peptide sequence is NFSLGAAVK. The MHC is H-2-Db with pseudo-sequence H-2-Db. The binding affinity (normalized) is 0. (9) The peptide sequence is FSLPSSSSY. The MHC is HLA-A23:01 with pseudo-sequence HLA-A23:01. The binding affinity (normalized) is 0.0847. (10) The peptide sequence is FPSTQRDYY. The MHC is Mamu-B17 with pseudo-sequence Mamu-B17. The binding affinity (normalized) is 0.505.